Dataset: Reaction yield outcomes from USPTO patents with 853,638 reactions. Task: Predict the reaction yield, written as a fraction of the theoretical maximum amount of product (1.0 means a 100% yield; for example, 0.34 means a 34% yield). (1) The reactants are [CH3:1][O:2][C@H:3]1[C@@H:9]2[O:10][CH2:11][C@H:12]([O:13]C(C3C=CC=CC=3)=O)[C@@H:8]2[O:7][C@H:4]1[O:5][CH3:6].[OH-].[Na+].N1C=CC=CC=1.[CH3:30][S:31](Cl)(=[O:33])=[O:32]. The catalyst is CO.C(OCC)(=O)C.ClCCl. The product is [CH3:1][O:2][C@H:3]1[C@@H:9]2[O:10][CH2:11][C@H:12]([O:13][S:31]([CH3:30])(=[O:33])=[O:32])[C@@H:8]2[O:7][C@H:4]1[O:5][CH3:6]. The yield is 0.960. (2) The reactants are [Cl:1][C:2]1[CH:3]=[C:4]([C:8]2[CH:13]=[C:12]([NH:14][C:15]3[CH:20]=[CH:19][C:18]([CH2:21][C:22](OCC)=[O:23])=[CH:17][CH:16]=3)[CH:11]=[C:10]([CH:27]3[CH2:29][CH2:28]3)[N:9]=2)[CH:5]=[CH:6][CH:7]=1. The catalyst is C1COCC1. The product is [Cl:1][C:2]1[CH:3]=[C:4]([C:8]2[CH:13]=[C:12]([NH:14][C:15]3[CH:20]=[CH:19][C:18]([CH2:21][CH2:22][OH:23])=[CH:17][CH:16]=3)[CH:11]=[C:10]([CH:27]3[CH2:29][CH2:28]3)[N:9]=2)[CH:5]=[CH:6][CH:7]=1. The yield is 0.780. (3) The reactants are [H-].[Na+].CN(C=O)C.[CH3:8][O:9][C:10]1[CH:15]=[CH:14][C:13]([C:16]2[C:29](=[O:30])[C:28]3[C:19](=[C:20]([O:31][CH2:32][CH2:33][CH3:34])[CH:21]=[C:22]4[C:27]=3[O:26][CH2:25][CH2:24][CH2:23]4)[NH:18][CH:17]=2)=[CH:12][CH:11]=1.Br[CH2:36][C:37]([O:39][CH2:40][CH3:41])=[O:38]. The catalyst is C(OCC)(=O)C.O. The product is [CH2:40]([O:39][C:37](=[O:38])[CH2:36][N:18]1[C:19]2[C:28](=[C:27]3[C:22](=[CH:21][C:20]=2[O:31][CH2:32][CH2:33][CH3:34])[CH2:23][CH2:24][CH2:25][O:26]3)[C:29](=[O:30])[C:16]([C:13]2[CH:12]=[CH:11][C:10]([O:9][CH3:8])=[CH:15][CH:14]=2)=[CH:17]1)[CH3:41]. The yield is 0.950. (4) The reactants are Br[CH:2]([CH2:8][CH3:9])[C:3]([O:5][CH2:6][CH3:7])=[O:4].C(=O)([O-])[O-].[K+].[K+].[S:16]1[C:20]2[CH:21]=[CH:22][CH:23]=[CH:24][C:19]=2[N:18]=[C:17]1[NH:25][C:26](=[O:32])[O:27][C:28]([CH3:31])([CH3:30])[CH3:29]. The catalyst is CN(C)C=O. The product is [C:28]([O:27][C:26]([N:25]=[C:17]1[N:18]([CH:2]([CH2:8][CH3:9])[C:3]([O:5][CH2:6][CH3:7])=[O:4])[C:19]2[CH:24]=[CH:23][CH:22]=[CH:21][C:20]=2[S:16]1)=[O:32])([CH3:31])([CH3:29])[CH3:30]. The yield is 0.550. (5) The yield is 0.560. The product is [CH3:15][NH:16][C:11]([C:4]1[C:5]2[C:10](=[CH:9][CH:8]=[CH:7][CH:6]=2)[N:2]([CH3:1])[CH:3]=1)=[O:13]. No catalyst specified. The reactants are [CH3:1][N:2]1[C:10]2[C:5](=[CH:6][CH:7]=[CH:8][CH:9]=2)[C:4]([C:11]([O:13]C)=O)=[CH:3]1.[CH3:15][NH2:16]. (6) The reactants are C(OC([N:8]1[CH2:13][CH2:12][CH:11]([C:14]([OH:16])=O)[CH2:10][CH2:9]1)=O)(C)(C)C.[CH2:17]([NH:19][CH2:20][CH3:21])[CH3:18].C(N(CC)CC)C.C1C=NC2N(O)N=NC=2C=1.CCN=C=NCCCN(C)C. The catalyst is CN(C=O)C. The product is [CH2:17]([N:19]([CH2:20][CH3:21])[C:14]([CH:11]1[CH2:10][CH2:9][NH:8][CH2:13][CH2:12]1)=[O:16])[CH3:18]. The yield is 0.860. (7) The reactants are [CH3:1][O:2][C:3]1[CH:9]=[CH:8][C:7]([N+:10]([O-:12])=[O:11])=[CH:6][C:4]=1[NH2:5].[Cl:13][C:14]1[CH:24]=[C:23]([F:25])[C:22]([F:26])=[CH:21][C:15]=1[C:16]([N:18]=[C:19]=[O:20])=[O:17].C(OCC)C. The catalyst is CN1CCCC1=O. The product is [Cl:13][C:14]1[CH:24]=[C:23]([F:25])[C:22]([F:26])=[CH:21][C:15]=1[C:16]([NH:18][C:19]([NH:5][C:4]1[CH:6]=[C:7]([N+:10]([O-:12])=[O:11])[CH:8]=[CH:9][C:3]=1[O:2][CH3:1])=[O:20])=[O:17]. The yield is 0.790. (8) The reactants are Cl[C:2]1[N:7]=[C:6]([CH:8]([CH:11]2[N:15]([CH2:16][CH3:17])[C:14]3[CH:18]=[CH:19][CH:20]=[CH:21][C:13]=3[NH:12]2)[C:9]#[N:10])[CH:5]=[CH:4][N:3]=1.[CH:22]1([NH2:26])[CH2:25][CH2:24][CH2:23]1. No catalyst specified. The product is [CH:22]1([NH:26][C:2]2[N:7]=[C:6](/[C:8](=[C:11]3\[NH:12][C:13]4[CH:21]=[CH:20][CH:19]=[CH:18][C:14]=4[N:15]\3[CH2:16][CH3:17])/[C:9]#[N:10])[CH:5]=[CH:4][N:3]=2)[CH2:25][CH2:24][CH2:23]1. The yield is 0.800.